This data is from Full USPTO retrosynthesis dataset with 1.9M reactions from patents (1976-2016). The task is: Predict the reactants needed to synthesize the given product. (1) Given the product [ClH:14].[F:2][C:3]1[CH:10]=[CH:9][C:6]([C:7](=[NH:8])[O:12][CH3:11])=[CH:5][CH:4]=1, predict the reactants needed to synthesize it. The reactants are: Cl.[F:2][C:3]1[CH:10]=[CH:9][C:6]([C:7]#[N:8])=[CH:5][CH:4]=1.[CH3:11][OH:12].C(Cl)[Cl:14]. (2) Given the product [CH2:1]([O:3][CH2:4][CH2:5][NH:6][C:7]([C:9]1[N:10]=[N:11][C:12]([N:19]2[CH2:20][CH2:21][N:16]([C:22](=[O:23])[C:24]3[CH:29]=[CH:28][CH:27]=[CH:26][C:25]=3[C:30]([F:33])([F:31])[F:32])[CH2:17][CH2:18]2)=[CH:13][CH:14]=1)=[O:8])[CH3:2], predict the reactants needed to synthesize it. The reactants are: [CH2:1]([O:3][CH2:4][CH2:5][NH:6][C:7]([C:9]1[N:10]=[N:11][C:12](Cl)=[CH:13][CH:14]=1)=[O:8])[CH3:2].[N:16]1([C:22]([C:24]2[CH:29]=[CH:28][CH:27]=[CH:26][C:25]=2[C:30]([F:33])([F:32])[F:31])=[O:23])[CH2:21][CH2:20][NH:19][CH2:18][CH2:17]1. (3) Given the product [Cl:8][CH2:7][C:6]([C:9]1[CH:13]=[CH:12][S:11][CH:10]=1)=[O:5], predict the reactants needed to synthesize it. The reactants are: C([Si](C(C)C)(C(C)C)[O:5][C:6]([C:9]1[CH:13]=[CH:12][S:11][CH:10]=1)=[CH:7][Cl:8])(C)C.